This data is from Reaction yield outcomes from USPTO patents with 853,638 reactions. The task is: Predict the reaction yield, written as a fraction of the theoretical maximum amount of product (1.0 means a 100% yield; for example, 0.34 means a 34% yield). (1) The reactants are [CH3:1][O:2][C:3]1[CH:4]=[N:5][C:6]2[C:11]([N:12]=1)=[CH:10][C:9]([C:13]([O-:15])=[O:14])=[CH:8][CH:7]=2.[OH-].[Na+]. The catalyst is CO. The product is [CH3:1][O:2][C:3]1[CH:4]=[N:5][C:6]2[C:11]([N:12]=1)=[CH:10][C:9]([C:13]([OH:15])=[O:14])=[CH:8][CH:7]=2. The yield is 1.00. (2) The product is [CH:1]1([CH:4]([C:7]2[CH:8]=[N:9][C:10]([C:13]([F:16])([F:14])[F:15])=[CH:11][CH:12]=2)[CH2:5][NH2:6])[CH2:3][CH2:2]1. The yield is 0.730. The reactants are [CH:1]1([CH:4]([C:7]2[CH:8]=[N:9][C:10]([C:13]([F:16])([F:15])[F:14])=[CH:11][CH:12]=2)[C:5]#[N:6])[CH2:3][CH2:2]1. The catalyst is C1COCC1. (3) The reactants are [Cl:1][C:2]1[CH:3]=[CH:4][C:5]([S:9][CH3:10])=[C:6]([NH2:8])[CH:7]=1.[F:11][C:12]1[CH:17]=[C:16]([F:18])[CH:15]=[CH:14][C:13]=1[S:19](Cl)(=[O:21])=[O:20]. No catalyst specified. The product is [Cl:1][C:2]1[CH:3]=[CH:4][C:5]([S:9][CH3:10])=[C:6]([NH:8][S:19]([C:13]2[CH:14]=[CH:15][C:16]([F:18])=[CH:17][C:12]=2[F:11])(=[O:21])=[O:20])[CH:7]=1. The yield is 0.940. (4) The product is [Cl:1][C:2]1[N:7]=[C:6]([C:8]2[S:41][C:39]([C:38]([CH3:43])([CH3:42])[CH3:37])=[N:40][C:9]=2[C:11]2[CH:12]=[C:13]([NH:17][S:18]([C:21]3[CH:26]=[C:25]([F:27])[CH:24]=[CH:23][C:22]=3[F:28])(=[O:20])=[O:19])[CH:14]=[CH:15][CH:16]=2)[CH:5]=[CH:4][N:3]=1. The reactants are [Cl:1][C:2]1[N:7]=[C:6](/[CH:8]=[C:9](/[C:11]2[CH:12]=[C:13]([NH:17][S:18]([C:21]3[CH:26]=[C:25]([F:27])[CH:24]=[CH:23][C:22]=3[F:28])(=[O:20])=[O:19])[CH:14]=[CH:15][CH:16]=2)\O)[CH:5]=[CH:4][N:3]=1.C1C(=O)N(Br)C(=O)C1.[CH3:37][C:38]([CH3:43])([CH3:42])[C:39](=[S:41])[NH2:40]. The yield is 0.810. The catalyst is CC(N(C)C)=O.CCOC(C)=O.C(Cl)Cl.